Dataset: NCI-60 drug combinations with 297,098 pairs across 59 cell lines. Task: Regression. Given two drug SMILES strings and cell line genomic features, predict the synergy score measuring deviation from expected non-interaction effect. Cell line: HL-60(TB). Drug 1: CC1CCC2CC(C(=CC=CC=CC(CC(C(=O)C(C(C(=CC(C(=O)CC(OC(=O)C3CCCCN3C(=O)C(=O)C1(O2)O)C(C)CC4CCC(C(C4)OC)OCCO)C)C)O)OC)C)C)C)OC. Synergy scores: CSS=-4.28, Synergy_ZIP=9.47, Synergy_Bliss=3.31, Synergy_Loewe=-2.06, Synergy_HSA=-0.572. Drug 2: C1CC(=O)NC(=O)C1N2C(=O)C3=CC=CC=C3C2=O.